Dataset: Catalyst prediction with 721,799 reactions and 888 catalyst types from USPTO. Task: Predict which catalyst facilitates the given reaction. The catalyst class is: 4. Product: [C:41]([CH:40]([NH:39][C:28]([C:23]1[CH:24]=[N:25][C:26]2[C:21]([CH:22]=1)=[CH:20][CH:19]=[C:18]([NH:17][C:15]([C:10]1[C:9]([C:6]3[CH:5]=[CH:4][C:3]([C:2]([F:31])([F:1])[F:32])=[CH:8][CH:7]=3)=[CH:14][CH:13]=[CH:12][CH:11]=1)=[O:16])[CH:27]=2)=[O:30])[C:60]1[CH:65]=[CH:64][CH:63]=[CH:62][CH:61]=1)(=[O:42])[NH2:43]. Reactant: [F:1][C:2]([F:32])([F:31])[C:3]1[CH:8]=[CH:7][C:6]([C:9]2[C:10]([C:15]([NH:17][C:18]3[CH:27]=[C:26]4[C:21]([CH:22]=[C:23]([C:28]([OH:30])=O)[CH:24]=[N:25]4)=[CH:20][CH:19]=3)=[O:16])=[CH:11][CH:12]=[CH:13][CH:14]=2)=[CH:5][CH:4]=1.C1([NH:39][CH2:40][C:41]([NH2:43])=[O:42])C=CC=CC=1.Cl.CN(C)CCCN=C=NCC.ON1[C:61]2[CH:62]=[CH:63][CH:64]=[CH:65][C:60]=2N=N1.C(N(CC)CC)C.